From a dataset of Full USPTO retrosynthesis dataset with 1.9M reactions from patents (1976-2016). Predict the reactants needed to synthesize the given product. (1) Given the product [Cl:1][C:2]1[CH:11]=[CH:10][C:5]([C:6]2[N:7]=[C:24]([C@@H:20]([NH:19][C:17](=[O:18])[O:16][C:12]([CH3:13])([CH3:15])[CH3:14])[CH3:21])[O:9][N:8]=2)=[CH:4][CH:3]=1, predict the reactants needed to synthesize it. The reactants are: [Cl:1][C:2]1[CH:11]=[CH:10][C:5]([C:6](=[N:8][OH:9])[NH2:7])=[CH:4][CH:3]=1.[C:12]([O:16][C:17]([NH:19][C@@H:20]([CH3:24])[C:21](O)=O)=[O:18])([CH3:15])([CH3:14])[CH3:13].C1CCC(N=C=NC2CCCCC2)CC1. (2) Given the product [CH:32]1([NH:28][C:5]2[C:4]3[C:9](=[CH:10][C:11]([N:12]4[CH2:13][CH2:14][O:15][CH2:16][CH2:17]4)=[C:2]([F:1])[CH:3]=3)[N:8]=[C:7](/[CH:18]=[CH:19]/[C:20]3[O:21][C:22]([N+:25]([O-:27])=[O:26])=[CH:23][CH:24]=3)[N:6]=2)[CH2:36][CH2:33]1, predict the reactants needed to synthesize it. The reactants are: [F:1][C:2]1[CH:3]=[C:4]2[C:9](=[CH:10][C:11]=1[N:12]1[CH2:17][CH2:16][O:15][CH2:14][CH2:13]1)[N:8]=[C:7](/[CH:18]=[CH:19]/[C:20]1[O:21][C:22]([N+:25]([O-:27])=[O:26])=[CH:23][CH:24]=1)[N:6]=[C:5]2[N:28]([CH2:32][CH2:33]O)CCO.Cl[C:36]1C2C(=CC(N3CCOCC3)=C(F)C=2)N=C(C=CC2OC([N+]([O-])=O)=CC=2)N=1. (3) Given the product [CH3:1][O:2][C:3]1[CH:19]=[CH:18][C:6]2[N:7]=[C:8]([NH:10][C:11]3[O:33][C:16]4([CH2:37][N:36]5[CH2:38][CH:21]4[CH2:20][CH2:22][CH2:35]5)[CH2:17][N:13]=3)[S:9][C:5]=2[CH:4]=1, predict the reactants needed to synthesize it. The reactants are: [CH3:1][O:2][C:3]1[CH:19]=[CH:18][C:6]2[N:7]=[C:8]([NH:10][C:11]([N:13]3[CH:17]=[CH:16]N=C3)=S)[S:9][C:5]=2[CH:4]=1.[CH:20](N=C=NC(C)C)([CH3:22])[CH3:21].C(Cl)(Cl)Cl.[OH2:33].Cl.[CH3:35][N:36]([CH:38]=O)[CH3:37]. (4) The reactants are: [CH3:1][N:2]([CH3:46])[CH2:3][C:4]([O:6][C@@H:7]([CH3:45])[CH2:8][N:9]1[C:13]([CH3:14])=[C:12]([C:15](=[O:37])[NH:16][C:17]2[CH:22]=[CH:21][C:20]([O:23][C:24]3[C:33]4[C:28](=[CH:29][C:30]([O:34][CH3:35])=[CH:31][CH:32]=4)[N:27]=[CH:26][CH:25]=3)=[C:19]([F:36])[CH:18]=2)[C:11](=[O:38])[N:10]1[C:39]1[CH:44]=[CH:43][CH:42]=[CH:41][CH:40]=1)=[O:5].[CH3:47][S:48]([OH:51])(=[O:50])=[O:49]. Given the product [CH3:47][S:48]([OH:51])(=[O:50])=[O:49].[CH3:46][N:2]([CH3:1])[CH2:3][C:4]([O:6][C@@H:7]([CH3:45])[CH2:8][N:9]1[C:13]([CH3:14])=[C:12]([C:15](=[O:37])[NH:16][C:17]2[CH:22]=[CH:21][C:20]([O:23][C:24]3[C:33]4[C:28](=[CH:29][C:30]([O:34][CH3:35])=[CH:31][CH:32]=4)[N:27]=[CH:26][CH:25]=3)=[C:19]([F:36])[CH:18]=2)[C:11](=[O:38])[N:10]1[C:39]1[CH:40]=[CH:41][CH:42]=[CH:43][CH:44]=1)=[O:5], predict the reactants needed to synthesize it. (5) Given the product [I:12][C:7]1[CH:6]=[C:5]2[C:10](=[CH:9][CH:8]=1)[NH:1][C:2](=[O:11])[CH2:3][CH2:4]2, predict the reactants needed to synthesize it. The reactants are: [NH:1]1[C:10]2[C:5](=[CH:6][CH:7]=[CH:8][CH:9]=2)[CH2:4][CH2:3][C:2]1=[O:11].[I:12]I. (6) Given the product [CH3:2][O:3][CH:4]1[CH2:7][N:6]([CH2:30][CH2:29][CH2:33][N:16]2[C:14](=[O:15])[C:13]3[C:12](=[CH:22][CH:21]=[CH:20][CH:19]=3)[C:17]2=[O:18])[CH2:5]1, predict the reactants needed to synthesize it. The reactants are: Cl.[CH3:2][O:3][CH:4]1[CH2:7][NH:6][CH2:5]1.BrCCC[C:12]12[CH:22]=[CH:21][CH:20]=[CH:19][CH:13]1[C:14]([NH:16][C:17]2=[O:18])=[O:15].C([O-])([O-])=O.[K+].[K+].[CH2:29]1[CH2:33]OC[CH2:30]1.